Dataset: Forward reaction prediction with 1.9M reactions from USPTO patents (1976-2016). Task: Predict the product of the given reaction. (1) Given the reactants [C:1]([O:4][CH2:5][C@H:6]([N:8]1[CH:17]=[CH:16][C:15]2[C:10](=[CH:11][CH:12]=[C:13]([Cl:19])[C:14]=2[NH2:18])[C:9]1=[O:20])[CH3:7])(=[O:3])[CH3:2].[F:21][C:22]1[CH:27]=[CH:26][C:25]([CH2:28][C:29](O)=[O:30])=[CH:24][C:23]=1[C:32]([F:35])([F:34])[F:33].F[P-](F)(F)(F)(F)F.C[N+](C)=C(N(C)C)ON1C2N=CC=CC=2N=N1.C(N(CC)C(C)C)(C)C, predict the reaction product. The product is: [C:1]([O:4][CH2:5][C@H:6]([N:8]1[CH:17]=[CH:16][C:15]2[C:10](=[CH:11][CH:12]=[C:13]([Cl:19])[C:14]=2[NH:18][C:29](=[O:30])[CH2:28][C:25]2[CH:26]=[CH:27][C:22]([F:21])=[C:23]([C:32]([F:33])([F:35])[F:34])[CH:24]=2)[C:9]1=[O:20])[CH3:7])(=[O:3])[CH3:2]. (2) The product is: [CH2:1]([O:5][C:6]([C:8]1[N:9]=[CH:10][C:11]2[C:16]([C:17]=1[OH:18])=[CH:15][C:14]([O:19][CH:20]1[CH2:25][CH2:24][CH2:23][CH2:22][CH2:21]1)=[CH:13][CH:12]=2)=[O:7])[CH2:2][CH2:3][CH3:4]. Given the reactants [CH2:1]([O:5][C:6]([C:8]1[N:9]=[C:10](Br)[C:11]2[C:16]([C:17]=1[OH:18])=[CH:15][C:14]([O:19][CH:20]1[CH2:25][CH2:24][CH2:23][CH2:22][CH2:21]1)=[CH:13][CH:12]=2)=[O:7])[CH2:2][CH2:3][CH3:4].C([O-])=O.[NH4+], predict the reaction product. (3) Given the reactants F[C:2]1[N:6]([CH3:7])[N:5]=[C:4]([C:8]([F:14])([F:13])[C:9]([F:12])([F:11])[F:10])[C:3]=1[C:15]([F:18])([F:17])[F:16].[C-:19]#[N:20].[Na+].O.C(OCC)C, predict the reaction product. The product is: [C:19]([C:2]1[N:6]([CH3:7])[N:5]=[C:4]([C:8]([F:14])([F:13])[C:9]([F:12])([F:11])[F:10])[C:3]=1[C:15]([F:18])([F:17])[F:16])#[N:20]. (4) The product is: [OH:12][C:5]1([CH2:13][C:23](=[O:22])[CH3:24])[C:4]2[C:8](=[CH:9][CH:10]=[C:2]([CH3:1])[CH:3]=2)[NH:7][C:6]1=[O:11]. Given the reactants [CH3:1][C:2]1[CH:3]=[C:4]2[C:8](=[CH:9][CH:10]=1)[NH:7][C:6](=[O:11])[C:5]2=[O:12].[C:13]([O-])([O-])=O.[K+].[K+].C([O:22][CH2:23][CH3:24])(=O)C, predict the reaction product. (5) Given the reactants [Br:1][C:2]1[C:3](Br)=[N:4][CH:5]=[CH:6][CH:7]=1.[CH3:9][O-:10].[Na+].CO, predict the reaction product. The product is: [CH3:9][O:10][C:6]1[CH:5]=[N:4][CH:3]=[C:2]([Br:1])[CH:7]=1. (6) Given the reactants [CH2:1]([O:3][C:4]1[CH:5]=[C:6]([C:13]2[CH:18]=[CH:17][N:16]=[CH:15][CH:14]=2)[CH:7]=[CH:8][C:9]=1[N+:10]([O-:12])=[O:11])[CH3:2].[Cl:19][C:20]1[CH:25]=[CH:24][C:23]([N+:26]([O-:28])=[O:27])=[CH:22][C:21]=1[N+:29]([O-:31])=[O:30], predict the reaction product. The product is: [Cl-:19].[N+:26]([C:23]1[CH:22]=[C:21]([N+:29]([O-:31])=[O:30])[CH:20]=[CH:25][C:24]=1[N+:16]1[CH:15]=[CH:14][C:13]([C:6]2[CH:7]=[CH:8][C:9]([N+:10]([O-:12])=[O:11])=[C:4]([O:3][CH2:1][CH3:2])[CH:5]=2)=[CH:18][CH:17]=1)([O-:28])=[O:27]. (7) Given the reactants [H-].[Na+].[F:3][C:4]1[CH:9]=[C:8]([N+:10]([O-:12])=[O:11])[CH:7]=[CH:6][C:5]=1[OH:13].Cl[C:15]1[CH:20]=[CH:19][N:18]=[C:17]([NH:21][CH2:22][CH2:23][CH2:24][OH:25])[N:16]=1, predict the reaction product. The product is: [F:3][C:4]1[CH:9]=[C:8]([N+:10]([O-:12])=[O:11])[CH:7]=[CH:6][C:5]=1[O:13][C:19]1[CH:20]=[CH:15][N:16]=[C:17]([NH:21][CH2:22][CH2:23][CH2:24][OH:25])[N:18]=1. (8) Given the reactants [CH2:1]([O:8][CH2:9][CH2:10][CH2:11][O:12][C:13]1[CH:18]=[CH:17][C:16]([CH:19]2[CH2:24][CH2:23][N:22](C(OC(C)(C)C)=O)[CH2:21][CH:20]2[O:32][CH2:33][C:34]2[CH:43]=[CH:42]C3[C:36](=[CH:37]C(CBr)=CC=3)[CH:35]=2)=[CH:15][CH:14]=1)[C:2]1[CH:7]=[CH:6][CH:5]=[CH:4][CH:3]=1.O1[CH2:51][CH2:50][CH2:49][CH2:48][CH:47]1[O:52][CH2:53][CH2:54][OH:55].C(OCCCOC1C=CC(C2CCN(C(OC(C)(C)C)=O)CC2OCC2C=CC3C(=CC(CN(C)C)=CC=3)C=2)=CC=1)C1C=CC=CC=1, predict the reaction product. The product is: [CH2:1]([O:8][CH2:9][CH2:10][CH2:11][O:12][C:13]1[CH:18]=[CH:17][C:16]([CH:19]2[CH2:24][CH2:23][NH:22][CH2:21][CH:20]2[O:32][CH2:33][C:34]2[CH:35]=[C:36]3[C:51]([CH:50]=[CH:49][C:48]([CH2:47][O:52][CH2:53][CH2:54][OH:55])=[CH:37]3)=[CH:42][CH:43]=2)=[CH:15][CH:14]=1)[C:2]1[CH:7]=[CH:6][CH:5]=[CH:4][CH:3]=1. (9) Given the reactants C[O:2][C:3](=O)[CH2:4][C:5](=O)[CH3:6].[F:9][C:10]([F:26])([F:25])[C:11]1[CH:16]=[CH:15][C:14]([C:17]([F:20])([F:19])[F:18])=[CH:13][C:12]=1[C:21](=O)[CH2:22]Br.[CH3:27][C:28]1([CH3:33])[CH2:30][CH:29]1[CH2:31][NH2:32].CC1(C)CC1C(N)=O.[H-].[H-].[H-].[H-].[Li+].[Al+3].[CH:48]1([NH2:54])[CH2:53][CH2:52][CH2:51][CH2:50][CH2:49]1, predict the reaction product. The product is: [CH:48]1([NH:54][C:3]([C:4]2[CH:22]=[C:21]([C:12]3[CH:13]=[C:14]([C:17]([F:20])([F:19])[F:18])[CH:15]=[CH:16][C:11]=3[C:10]([F:26])([F:25])[F:9])[N:32]([CH2:31][CH:29]3[CH2:30][C:28]3([CH3:33])[CH3:27])[C:5]=2[CH3:6])=[O:2])[CH2:53][CH2:52][CH2:51][CH2:50][CH2:49]1.